This data is from Catalyst prediction with 721,799 reactions and 888 catalyst types from USPTO. The task is: Predict which catalyst facilitates the given reaction. (1) Reactant: [O:1]1CCO[CH:2]1[C:6]1[CH:7]=[C:8]([CH:11]=[C:12]([C:14]#[C:15][CH2:16][OH:17])[CH:13]=1)[C:9]#[N:10].O.C1(C)C=CC(S(O)(=O)=O)=CC=1.C([O-])(O)=O.[Na+]. Product: [CH:2]([C:6]1[CH:7]=[C:8]([CH:11]=[C:12]([C:14]#[C:15][CH2:16][OH:17])[CH:13]=1)[C:9]#[N:10])=[O:1]. The catalyst class is: 21. (2) Reactant: [CH2:1]([O:11][C:12]1[CH:17]=[CH:16][N:15]=[C:14]([CH2:18][O:19]C(=O)C)[C:13]=1[CH3:23])[CH2:2][CH2:3][CH2:4][CH2:5][CH2:6][CH2:7][CH2:8][CH2:9][CH3:10].[OH-].[Na+]. Product: [CH2:1]([O:11][C:12]1[CH:17]=[CH:16][N:15]=[C:14]([CH2:18][OH:19])[C:13]=1[CH3:23])[CH2:2][CH2:3][CH2:4][CH2:5][CH2:6][CH2:7][CH2:8][CH2:9][CH3:10]. The catalyst class is: 6. (3) Reactant: [CH2:1]([N:12]([CH3:59])[C:13](=[O:58])[O:14][CH2:15][C:16]1[CH:21]=[CH:20][C:19]([NH:22][C:23](=[O:57])[C@@H:24]([NH:32][C:33](=[O:56])[C@@H:34]([NH:38][C:39]([O:41][CH2:42][CH:43]2[C:55]3[CH:54]=[CH:53][CH:52]=[CH:51][C:50]=3[C:49]3[C:44]2=[CH:45][CH:46]=[CH:47][CH:48]=3)=[O:40])[CH:35]([CH3:37])[CH3:36])[CH2:25][CH2:26][CH2:27][NH:28][C:29]([NH2:31])=[O:30])=[CH:18][CH:17]=1)[CH2:2][N:3](C)[C:4](=O)OC(C)(C)C.C(O)(C(F)(F)F)=O. Product: [CH3:59][N:12]([CH2:1][CH2:2][NH:3][CH3:4])[C:13](=[O:58])[O:14][CH2:15][C:16]1[CH:17]=[CH:18][C:19]([NH:22][C:23](=[O:57])[C@@H:24]([NH:32][C:33](=[O:56])[C@@H:34]([NH:38][C:39]([O:41][CH2:42][CH:43]2[C:55]3[CH:54]=[CH:53][CH:52]=[CH:51][C:50]=3[C:49]3[C:44]2=[CH:45][CH:46]=[CH:47][CH:48]=3)=[O:40])[CH:35]([CH3:37])[CH3:36])[CH2:25][CH2:26][CH2:27][NH:28][C:29]([NH2:31])=[O:30])=[CH:20][CH:21]=1. The catalyst class is: 2.